Dataset: M1 muscarinic receptor antagonist screen with 61,756 compounds. Task: Binary Classification. Given a drug SMILES string, predict its activity (active/inactive) in a high-throughput screening assay against a specified biological target. (1) The molecule is S(C(C)C(OCC)=O)c1nn2c(nnc2cc1)c1ccc(F)cc1. The result is 0 (inactive). (2) The drug is S(=O)(=O)(N(C1CCCCC1)CC(=O)N1CCN(CC1)C(OCC)=O)C. The result is 0 (inactive).